Dataset: Forward reaction prediction with 1.9M reactions from USPTO patents (1976-2016). Task: Predict the product of the given reaction. Given the reactants CS(C)=O.C(Cl)(=O)C(Cl)=O.[OH:11][C@H:12]1[CH2:17][CH2:16][C@H:15]([NH:18][C:19](=[O:28])[CH2:20][CH2:21][C:22]2[CH:27]=[CH:26][CH:25]=[CH:24][CH:23]=2)[CH2:14][CH2:13]1.C(N(CC)CC)C, predict the reaction product. The product is: [O:11]=[C:12]1[CH2:17][CH2:16][CH:15]([NH:18][C:19](=[O:28])[CH2:20][CH2:21][C:22]2[CH:27]=[CH:26][CH:25]=[CH:24][CH:23]=2)[CH2:14][CH2:13]1.